This data is from Catalyst prediction with 721,799 reactions and 888 catalyst types from USPTO. The task is: Predict which catalyst facilitates the given reaction. Reactant: [C:1]([CH2:3][C:4]([O:6][CH2:7][CH3:8])=[O:5])#[N:2].Br.Br[CH:11]1[CH2:20][CH2:19][C:18]2[CH:17]=[N:16][CH:15]=[CH:14][C:13]=2[C:12]1=[O:21].CCN(C(C)C)C(C)C. Product: [CH2:7]([O:6][C:4](=[O:5])[CH:3]([C:1]#[N:2])[CH:11]1[CH2:20][CH2:19][C:18]2[CH:17]=[N:16][CH:15]=[CH:14][C:13]=2[C:12]1=[O:21])[CH3:8]. The catalyst class is: 3.